From a dataset of Catalyst prediction with 721,799 reactions and 888 catalyst types from USPTO. Predict which catalyst facilitates the given reaction. (1) Reactant: [C:1]12([C:11]([OH:13])=[O:12])[CH2:10][CH:5]3[CH2:6][CH:7]([CH2:9][CH:3]([CH2:4]3)[CH2:2]1)[CH2:8]2.[Al+3].[Cl-].[Cl-].[Cl-].[Br:18]Br. Product: [Br:18][C:3]12[CH2:9][CH:7]3[CH2:6][CH:5]([CH2:10][C:1]([C:11]([OH:13])=[O:12])([CH2:8]3)[CH2:2]1)[CH2:4]2. The catalyst class is: 22. (2) Reactant: [CH:1]1([CH2:4][O:5][C:6]2[CH:14]=[CH:13][C:9]3[O:10][CH2:11][O:12][C:8]=3[C:7]=2[C:15]2[C:16]3[NH:23][C:22]([CH3:24])=[C:21]([C:25](O)=[O:26])[C:17]=3[N:18]=[CH:19][N:20]=2)[CH2:3][CH2:2]1.CCN(C(C)C)C(C)C.[NH2:37][C@H:38]([CH2:68][C:69]1[CH:74]=[CH:73][C:72]([C:75]2[CH:80]=[CH:79][CH:78]=[CH:77][CH:76]=2)=[CH:71][CH:70]=1)[C:39]([N:41]1[CH2:46][CH2:45][CH:44]([N:47]2[N:56]=[C:55]([C:57]3[CH:62]=[CH:61][C:60]([O:63][CH3:64])=[C:59]([O:65][CH3:66])[CH:58]=3)[C@@H:54]3[C@@H:49]([CH2:50][CH2:51][CH2:52][CH2:53]3)[C:48]2=[O:67])[CH2:43][CH2:42]1)=[O:40].CCOC(C(C#N)=NOC(N1CCOCC1)=[N+](C)C)=O.F[P-](F)(F)(F)(F)F.C(=O)(O)[O-].[Na+]. Product: [C:72]1([C:75]2[CH:80]=[CH:79][CH:78]=[CH:77][CH:76]=2)[CH:73]=[CH:74][C:69]([CH2:68][C@@H:38]([NH:37][C:25]([C:21]2[C:17]3[N:18]=[CH:19][N:20]=[C:15]([C:7]4[C:8]5[O:12][CH2:11][O:10][C:9]=5[CH:13]=[CH:14][C:6]=4[O:5][CH2:4][CH:1]4[CH2:2][CH2:3]4)[C:16]=3[NH:23][C:22]=2[CH3:24])=[O:26])[C:39]([N:41]2[CH2:42][CH2:43][CH:44]([N:47]3[N:56]=[C:55]([C:57]4[CH:62]=[CH:61][C:60]([O:63][CH3:64])=[C:59]([O:65][CH3:66])[CH:58]=4)[C@@H:54]4[C@@H:49]([CH2:50][CH2:51][CH2:52][CH2:53]4)[C:48]3=[O:67])[CH2:45][CH2:46]2)=[O:40])=[CH:70][CH:71]=1. The catalyst class is: 2.